Task: Predict the product of the given reaction.. Dataset: Forward reaction prediction with 1.9M reactions from USPTO patents (1976-2016) (1) The product is: [CH2:18]([S:25]([NH:28][C:29]([CH:31]1[CH2:32][N:33]([C:2]2[C:12]([C:13]#[N:14])=[CH:11][C:5]([C:6]([O:8][CH2:9][CH3:10])=[O:7])=[C:4]([CH:15]([F:17])[F:16])[N:3]=2)[CH2:34]1)=[O:30])(=[O:26])=[O:27])[C:19]1[CH:20]=[CH:21][CH:22]=[CH:23][CH:24]=1. Given the reactants Cl[C:2]1[C:12]([C:13]#[N:14])=[CH:11][C:5]([C:6]([O:8][CH2:9][CH3:10])=[O:7])=[C:4]([CH:15]([F:17])[F:16])[N:3]=1.[CH2:18]([S:25]([NH:28][C:29]([CH:31]1[CH2:34][NH:33][CH2:32]1)=[O:30])(=[O:27])=[O:26])[C:19]1[CH:24]=[CH:23][CH:22]=[CH:21][CH:20]=1, predict the reaction product. (2) Given the reactants C(O)(=O)C(O)=O.[CH:7]1([C:10]2[CH:15]=[C:14]([CH2:16][N:17]3[CH2:20][C:19]4([CH2:24][C:23]([N:25]5[CH2:30][CH2:29][C:28]([CH3:36])([C:31]([O:33]CC)=[O:32])[CH2:27][CH2:26]5)=[N:22][O:21]4)[CH2:18]3)[C:13]([O:37][CH3:38])=[CH:12][C:11]=2[C:39]2[CH:44]=[CH:43][C:42]([F:45])=[CH:41][CH:40]=2)[CH2:9][CH2:8]1.C(=O)([O-])O.[Na+], predict the reaction product. The product is: [CH:7]1([C:10]2[CH:15]=[C:14]([CH2:16][N:17]3[CH2:20][C:19]4([CH2:24][C:23]([N:25]5[CH2:26][CH2:27][C:28]([CH3:36])([C:31]([OH:33])=[O:32])[CH2:29][CH2:30]5)=[N:22][O:21]4)[CH2:18]3)[C:13]([O:37][CH3:38])=[CH:12][C:11]=2[C:39]2[CH:44]=[CH:43][C:42]([F:45])=[CH:41][CH:40]=2)[CH2:8][CH2:9]1. (3) Given the reactants [OH:1][C:2]1[CH:3]=[C:4]([C:8]2[S:9][C:10]([CH3:16])=[CH:11][C:12]=2[C:13]([NH2:15])=[O:14])[CH:5]=[CH:6][CH:7]=1.[C:17]1([CH2:23][CH2:24][CH2:25][CH2:26][CH2:27][CH2:28][N:29]=[C:30]=[O:31])[CH:22]=[CH:21][CH:20]=[CH:19][CH:18]=1, predict the reaction product. The product is: [C:13]([C:12]1[CH:11]=[C:10]([CH3:16])[S:9][C:8]=1[C:4]1[CH:3]=[C:2]([O:1][C:30](=[O:31])[NH:29][CH2:28][CH2:27][CH2:26][CH2:25][CH2:24][CH2:23][C:17]2[CH:18]=[CH:19][CH:20]=[CH:21][CH:22]=2)[CH:7]=[CH:6][CH:5]=1)(=[O:14])[NH2:15]. (4) Given the reactants Cl[C:2]1[CH:7]=[CH:6][N:5]=[CH:4][C:3]=1[S:8]([NH:11][C:12]1[CH:17]=[CH:16][C:15]([O:18][CH3:19])=[C:14]([O:20][CH3:21])[CH:13]=1)(=[O:10])=[O:9].[Cl:22][C:23]1[CH:30]=[CH:29][CH:28]=[C:27]([F:31])[C:24]=1[CH2:25][NH2:26].C([O-])([O-])=O.[K+].[K+].C([O-])(O)=O.[Na+], predict the reaction product. The product is: [Cl:22][C:23]1[CH:30]=[CH:29][CH:28]=[C:27]([F:31])[C:24]=1[CH2:25][NH:26][C:2]1[CH:7]=[CH:6][N:5]=[CH:4][C:3]=1[S:8]([NH:11][C:12]1[CH:17]=[CH:16][C:15]([O:18][CH3:19])=[C:14]([O:20][CH3:21])[CH:13]=1)(=[O:10])=[O:9]. (5) Given the reactants [CH2:1]([O:3][C:4]([N:6]1[C:15]2[C:10](=[N:11][C:12]([O:16][CH3:17])=[CH:13][CH:14]=2)[C@@H:9]([NH:18][C:19]2[N:24]=[C:23]([CH2:25][C:26]3[CH:31]=[C:30]([C:32]([F:35])([F:34])[F:33])[CH:29]=[C:28]([C:36]([F:39])([F:38])[F:37])[CH:27]=3)[C:22]([N:40]3[CH2:45][CH2:44][N:43]([C:46](=[NH:49])[NH:47][OH:48])[CH2:42][CH2:41]3)=[CH:21][N:20]=2)[CH2:8][C@H:7]1[CH2:50][CH3:51])=[O:5])[CH3:2].C1N=CN([C:57](N2C=NC=C2)=[O:58])C=1, predict the reaction product. The product is: [CH2:1]([O:3][C:4]([N:6]1[C:15]2[C:10](=[N:11][C:12]([O:16][CH3:17])=[CH:13][CH:14]=2)[C@@H:9]([NH:18][C:19]2[N:24]=[C:23]([CH2:25][C:26]3[CH:31]=[C:30]([C:32]([F:33])([F:34])[F:35])[CH:29]=[C:28]([C:36]([F:39])([F:37])[F:38])[CH:27]=3)[C:22]([N:40]3[CH2:41][CH2:42][N:43]([C:46]4[NH:49][C:57](=[O:58])[O:48][N:47]=4)[CH2:44][CH2:45]3)=[CH:21][N:20]=2)[CH2:8][C@H:7]1[CH2:50][CH3:51])=[O:5])[CH3:2]. (6) Given the reactants [Cl:1][C:2]1[CH:7]=[CH:6][C:5]([N:8]=O)=[CH:4][CH:3]=1.[F:10][C:11]1[C:16]([F:17])=[CH:15][C:14]([NH2:18])=[C:13]([I:19])[CH:12]=1.CCOC(C)=O, predict the reaction product. The product is: [Cl:1][C:2]1[CH:7]=[CH:6][C:5]([N:8]=[N:18][C:14]2[CH:15]=[C:16]([F:17])[C:11]([F:10])=[CH:12][C:13]=2[I:19])=[CH:4][CH:3]=1. (7) Given the reactants [Cl-].O[NH3+].[C:4](=[O:7])([O-])[OH:5].[Na+].[CH3:9][O:10][C:11]1[CH:16]=[CH:15][C:14]([C:17](=[O:48])[CH2:18][N:19]2[C:24](=[O:25])[CH:23]=[C:22]([O:26][CH2:27][C:28]([F:31])([F:30])[F:29])[N:21]([CH2:32][C:33]3[CH:38]=[CH:37][C:36]([C:39]4[C:40]([C:45]#[N:46])=[CH:41][CH:42]=[CH:43][CH:44]=4)=[CH:35][CH:34]=3)[C:20]2=[O:47])=[CH:13][CH:12]=1.[N:49]12CCCN=C1CCCCC2, predict the reaction product. The product is: [CH3:9][O:10][C:11]1[CH:16]=[CH:15][C:14]([C:17](=[O:48])[CH2:18][N:19]2[C:24](=[O:25])[CH:23]=[C:22]([O:26][CH2:27][C:28]([F:29])([F:30])[F:31])[N:21]([CH2:32][C:33]3[CH:38]=[CH:37][C:36]([C:39]4[CH:44]=[CH:43][CH:42]=[CH:41][C:40]=4[C:45]4[NH:49][C:4](=[O:7])[O:5][N:46]=4)=[CH:35][CH:34]=3)[C:20]2=[O:47])=[CH:13][CH:12]=1. (8) Given the reactants Br[C:2]1[CH:18]=[CH:17][C:5]([C:6]([NH:8][CH2:9][C:10]2[C:11]([CH3:16])=[N:12][O:13][C:14]=2[CH3:15])=[O:7])=[CH:4][C:3]=1[F:19].Br[C:21]1[CH:29]=[CH:28][C:24]([C:25](O)=O)=[CH:23][C:22]=1F.[C:31](Cl)([C:33](Cl)=O)=O.CC1[C:42]([CH2:43][NH2:44])=C(C)ON=1.[OH2:46], predict the reaction product. The product is: [CH2:6]([N:8]([CH2:31][CH3:33])[C:9]([CH:25]([C:24]1[CH:28]=[CH:29][CH:21]=[CH:22][CH:23]=1)[N:44]1[CH2:43][CH2:42][N:12]([C:2]2[CH:18]=[CH:17][C:5]([C:6]([NH:8][CH2:9][C:10]3[C:11]([CH3:16])=[N:12][O:13][C:14]=3[CH3:15])=[O:7])=[CH:4][C:3]=2[F:19])[CH2:11][CH2:10]1)=[O:46])[CH3:5].